This data is from Peptide-MHC class I binding affinity with 185,985 pairs from IEDB/IMGT. The task is: Regression. Given a peptide amino acid sequence and an MHC pseudo amino acid sequence, predict their binding affinity value. This is MHC class I binding data. The peptide sequence is SRYFGNVRL. The MHC is HLA-C07:01 with pseudo-sequence HLA-C07:01. The binding affinity (normalized) is 0.630.